From a dataset of Full USPTO retrosynthesis dataset with 1.9M reactions from patents (1976-2016). Predict the reactants needed to synthesize the given product. Given the product [C:7]([N:11]([C:12]1[N:6]2[C:2]([S:3][CH:4]=[CH:5]2)=[N:1][C:13]=1[C:14]1[CH:19]=[CH:18][CH:17]=[CH:16][CH:15]=1)[C:21](=[O:23])[CH3:22])([CH3:10])([CH3:9])[CH3:8], predict the reactants needed to synthesize it. The reactants are: [NH2:1][C:2]1[S:3][CH:4]=[CH:5][N:6]=1.[C:7]([N+:11]#[C-:12])([CH3:10])([CH3:9])[CH3:8].[CH:13](=O)[C:14]1[CH:19]=[CH:18][CH:17]=[CH:16][CH:15]=1.[C:21](Cl)(=[O:23])[CH3:22].